From a dataset of Full USPTO retrosynthesis dataset with 1.9M reactions from patents (1976-2016). Predict the reactants needed to synthesize the given product. (1) Given the product [C:1]([O:5][C:6](=[O:23])[NH:7][C:8]1[CH:13]=[CH:12][C:11]([C:14]#[C:15][C:16]2[CH:17]=[CH:18][CH:19]=[CH:20][CH:21]=2)=[CH:10][C:9]=1[NH:22][C:37](=[O:38])[CH2:36][C:35]([C:31]1[CH:32]=[CH:33][CH:34]=[C:29]([N:24]2[CH:28]=[CH:27][N:26]=[CH:25]2)[CH:30]=1)=[O:40])([CH3:4])([CH3:2])[CH3:3], predict the reactants needed to synthesize it. The reactants are: [C:1]([O:5][C:6](=[O:23])[NH:7][C:8]1[CH:13]=[CH:12][C:11]([C:14]#[C:15][C:16]2[CH:21]=[CH:20][CH:19]=[CH:18][CH:17]=2)=[CH:10][C:9]=1[NH2:22])([CH3:4])([CH3:3])[CH3:2].[N:24]1([C:29]2[CH:30]=[C:31]([C:35]3[O:40]C(C)(C)[O:38][C:37](=O)[CH:36]=3)[CH:32]=[CH:33][CH:34]=2)[CH:28]=[CH:27][N:26]=[CH:25]1. (2) Given the product [NH2:1][C:2]1[C:11]2[C:6](=[CH:7][C:8]([CH2:12][NH:13][C:14](=[O:29])[C:15]3[CH:20]=[C:19]([CH2:21][C:22]4[CH:27]=[CH:26][N:25]=[C:24]([N:30]5[CH2:34][CH2:33][CH2:32][CH2:31]5)[CH:23]=4)[CH:18]=[N:17][CH:16]=3)=[CH:9][CH:10]=2)[CH:5]=[CH:4][N:3]=1, predict the reactants needed to synthesize it. The reactants are: [NH2:1][C:2]1[C:11]2[C:6](=[CH:7][C:8]([CH2:12][NH:13][C:14](=[O:29])[C:15]3[CH:20]=[C:19]([CH2:21][C:22]4[CH:27]=[CH:26][N:25]=[C:24](F)[CH:23]=4)[CH:18]=[N:17][CH:16]=3)=[CH:9][CH:10]=2)[CH:5]=[CH:4][N:3]=1.[NH:30]1[CH2:34][CH2:33][CH2:32][CH2:31]1. (3) Given the product [F:23][C:21]1[CH:22]=[C:17]([C:14]2[CH:15]=[C:16]3[C:8]([C:6]4[N:7]=[C:2]([N:30]5[CH2:35][CH2:34][CH2:33][C@H:32]([NH:36][C:37](=[O:43])[O:38][C:39]([CH3:41])([CH3:40])[CH3:42])[CH2:31]5)[CH:3]=[CH:4][CH:5]=4)=[N:9][N:10]([CH:24]4[CH2:29][CH2:28][CH2:27][CH2:26][O:25]4)[C:11]3=[CH:12][N:13]=2)[CH:18]=[N:19][CH:20]=1, predict the reactants needed to synthesize it. The reactants are: F[C:2]1[N:7]=[C:6]([C:8]2[C:16]3[C:11](=[CH:12][N:13]=[C:14]([C:17]4[CH:18]=[N:19][CH:20]=[C:21]([F:23])[CH:22]=4)[CH:15]=3)[N:10]([CH:24]3[CH2:29][CH2:28][CH2:27][CH2:26][O:25]3)[N:9]=2)[CH:5]=[CH:4][CH:3]=1.[NH:30]1[CH2:35][CH2:34][CH2:33][C@H:32]([NH:36][C:37](=[O:43])[O:38][C:39]([CH3:42])([CH3:41])[CH3:40])[CH2:31]1.CS(C)=O. (4) Given the product [Cl:1][C:2]1[CH:7]=[C:6]([CH:5]=[C:4]([O:10][C:11]2[C:16]([N+:17]([O-:19])=[O:18])=[CH:15][CH:14]=[C:13]([CH3:20])[C:12]=2[F:24])[CH:3]=1)[C:8]#[N:9], predict the reactants needed to synthesize it. The reactants are: [Cl:1][C:2]1[CH:3]=[C:4]([O:10][C:11]2[C:12]([F:24])=[C:13]([CH2:20]C(O)=O)[CH:14]=[CH:15][C:16]=2[N+:17]([O-:19])=[O:18])[CH:5]=[C:6]([C:8]#[N:9])[CH:7]=1.